From a dataset of Forward reaction prediction with 1.9M reactions from USPTO patents (1976-2016). Predict the product of the given reaction. (1) Given the reactants [CH3:1][O:2][C:3](=[O:25])[CH2:4][CH:5]1[CH2:10][N:9](CC2C=CC=CC=2)[CH2:8][CH2:7][N:6]1CC1C=CC=CC=1.Cl.[C:27]([O:31][C:32]([O:34]N=C(C1C=CC=CC=1)C#N)=O)([CH3:30])([CH3:29])[CH3:28], predict the reaction product. The product is: [CH3:1][O:2][C:3]([CH2:4][CH:5]1[NH:6][CH2:7][CH2:8][N:9]([C:32]([O:31][C:27]([CH3:28])([CH3:29])[CH3:30])=[O:34])[CH2:10]1)=[O:25]. (2) Given the reactants [N:1]1([CH2:6][CH2:7][CH2:8][O:9][C:10]2[CH:18]=[CH:17][C:16]3[N:15]4[CH2:19][CH2:20][CH2:21][NH:22][C:23](=[O:24])[C:14]4=[CH:13][C:12]=3[CH:11]=2)[CH2:5][CH2:4][CH2:3][CH2:2]1.[CH3:25][O:26][CH2:27][CH2:28]Br.[H-].[Na+], predict the reaction product. The product is: [CH3:25][O:26][CH2:27][CH2:28][N:22]1[CH2:21][CH2:20][CH2:19][N:15]2[C:16]3[CH:17]=[CH:18][C:10]([O:9][CH2:8][CH2:7][CH2:6][N:1]4[CH2:5][CH2:4][CH2:3][CH2:2]4)=[CH:11][C:12]=3[CH:13]=[C:14]2[C:23]1=[O:24].